From a dataset of Full USPTO retrosynthesis dataset with 1.9M reactions from patents (1976-2016). Predict the reactants needed to synthesize the given product. (1) Given the product [NH:9]1[CH:13]=[C:12]([C:14]2[CH:19]=[C:18]([O:20][C:21]3[CH:26]=[CH:25][C:24]([NH:27][C:28]([NH:30][C:31](=[O:36])[C:32]([CH3:34])([CH3:33])[CH3:35])=[O:29])=[N:23][C:22]=3[CH3:37])[CH:17]=[CH:16][N:15]=2)[N:11]=[N:10]1, predict the reactants needed to synthesize it. The reactants are: C(OC[N:9]1[CH:13]=[C:12]([C:14]2[CH:19]=[C:18]([O:20][C:21]3[C:22]([CH3:37])=[N:23][C:24]([NH:27][C:28]([NH:30][C:31](=[O:36])[C:32]([CH3:35])([CH3:34])[CH3:33])=[O:29])=[CH:25][CH:26]=3)[CH:17]=[CH:16][N:15]=2)[N:11]=[N:10]1)(=O)C(C)(C)C. (2) Given the product [CH3:10][O:9][CH:8]([O:11][CH3:12])[C:5]1[CH:6]=[CH:7][C:2]([C:17]2([OH:18])[CH2:16][CH2:15][CH2:14]2)=[CH:3][CH:4]=1, predict the reactants needed to synthesize it. The reactants are: Br[C:2]1[CH:7]=[CH:6][C:5]([CH:8]([O:11][CH3:12])[O:9][CH3:10])=[CH:4][CH:3]=1.[Li][CH2:14][CH2:15][CH2:16][CH3:17].[O:18]1CC(=O)C1. (3) Given the product [Cl:32][C:33]1[CH:34]=[C:35]([C:36]([N:8]2[C:5]3[C:4](=[CH:3][CH:2]=[CH:7][CH:6]=3)[C:10]3([CH2:14][CH2:13][N:12]([CH2:15]/[CH:16]=[CH:17]/[C:18]4[CH:23]=[CH:22][C:21]([Cl:24])=[CH:20][CH:19]=4)[CH2:11]3)[CH2:9]2)=[O:37])[CH:39]=[CH:40][N:41]=1, predict the reactants needed to synthesize it. The reactants are: Cl[C:2]1[CH:3]=[C:4]2[C:10]3([CH2:14][CH2:13][N:12]([CH2:15]/[CH:16]=[CH:17]/[C:18]4[CH:23]=[CH:22][C:21]([Cl:24])=[CH:20][CH:19]=4)[CH2:11]3)[CH2:9][NH:8][C:5]2=[CH:6][CH:7]=1.C(N(CC)CC)C.[Cl:32][C:33]1[CH:34]=[C:35]([CH:39]=[CH:40][N:41]=1)[C:36](Cl)=[O:37].C(=O)(O)[O-].[Na+]. (4) Given the product [CH2:1]([C:5]1[NH:6][C:7]2=[C:10]([C:11]#[N:12])[C:18]([CH3:20])=[C:17]([C:21]3[CH:26]=[CH:25][CH:24]=[CH:23][CH:22]=3)[C:16](=[O:15])[N:8]2[N:9]=1)[CH:2]([CH3:4])[CH3:3], predict the reactants needed to synthesize it. The reactants are: [CH2:1]([C:5]1[NH:6][C:7]([CH2:10][C:11]#[N:12])=[N:8][N:9]=1)[CH:2]([CH3:4])[CH3:3].C([O:15][C:16](=O)[CH:17]([C:21]1[CH:26]=[CH:25][CH:24]=[CH:23][CH:22]=1)[C:18]([CH3:20])=O)C.C([O-])(=O)C.[NH4+]. (5) Given the product [N:3]1[CH:4]=[CH:5][CH:6]=[N:1][C:2]=1[N:7]1[CH:11]=[C:10](/[CH:12]=[CH:22]/[CH:23]=[O:24])[N:9]=[CH:8]1, predict the reactants needed to synthesize it. The reactants are: [N:1]1[CH:6]=[CH:5][CH:4]=[N:3][C:2]=1[N:7]1[CH:11]=[C:10]([CH:12]=O)[N:9]=[CH:8]1.N1(C2C=C[C:22]([CH:23]=[O:24])=CC=2)C=CC=N1. (6) Given the product [CH3:1][C:2]1[O:12][N:13]=[C:14]([C:16]2[CH:21]=[CH:20][C:19](=[O:22])[NH:18][N:17]=2)[N:15]=1, predict the reactants needed to synthesize it. The reactants are: [C:1](O)(=O)[CH3:2].C(OC(=O)C)(=O)C.[OH:12][NH:13][C:14]([C:16]1[CH:21]=[CH:20][C:19](=[O:22])[NH:18][N:17]=1)=[NH:15]. (7) Given the product [CH2:14]([NH:16][C:4](=[O:5])[C:3]1[CH:7]=[C:8]([N+:11]([O-:13])=[O:12])[CH:9]=[CH:10][C:2]=1[Cl:1])[CH3:15], predict the reactants needed to synthesize it. The reactants are: [Cl:1][C:2]1[CH:10]=[CH:9][C:8]([N+:11]([O-:13])=[O:12])=[CH:7][C:3]=1[C:4](Cl)=[O:5].[CH2:14]([NH2:16])[CH3:15].